From a dataset of Reaction yield outcomes from USPTO patents with 853,638 reactions. Predict the reaction yield, written as a fraction of the theoretical maximum amount of product (1.0 means a 100% yield; for example, 0.34 means a 34% yield). (1) The reactants are [C:1]([O:5][CH:6]([C:12]1[C:16]([C:17]2[CH2:22][CH2:21][C:20]([CH3:24])([CH3:23])[CH2:19][CH:18]=2)=[C:15](Cl)[S:14][C:13]=1[CH3:26])[C:7]([O:9][CH2:10][CH3:11])=[O:8])([CH3:4])([CH3:3])[CH3:2].[NH:27]1[CH:31]=[CH:30][CH:29]=[N:28]1.C(=O)([O-])[O-].[K+].[K+].CN[C@@H]1CCCC[C@H]1NC. The catalyst is CN(C)C=O.[Cu-]=O. The product is [C:1]([O:5][CH:6]([C:12]1[C:16]([C:17]2[CH2:22][CH2:21][C:20]([CH3:24])([CH3:23])[CH2:19][CH:18]=2)=[C:15]([N:27]2[CH:31]=[CH:30][CH:29]=[N:28]2)[S:14][C:13]=1[CH3:26])[C:7]([O:9][CH2:10][CH3:11])=[O:8])([CH3:4])([CH3:3])[CH3:2]. The yield is 0.200. (2) The reactants are [Br:1][C:2]1[CH:7]=[C:6]([F:8])[CH:5]=[CH:4][C:3]=1[CH:9]1[C:14]([C:15]([O:17][CH3:18])=[O:16])=[C:13]([CH2:19]Br)[NH:12][C:11]([C:21]2[S:22][CH:23]=[CH:24][N:25]=2)=[N:10]1.[NH:26]1[CH2:31][CH2:30][O:29][CH2:28][C@H:27]1[C:32]([OH:34])=[O:33]. No catalyst specified. The product is [Br:1][C:2]1[CH:7]=[C:6]([F:8])[CH:5]=[CH:4][C:3]=1[CH:9]1[N:10]=[C:11]([C:21]2[S:22][CH:23]=[CH:24][N:25]=2)[NH:12][C:13]([CH2:19][N:26]2[CH2:31][CH2:30][O:29][CH2:28][C@H:27]2[C:32]([OH:34])=[O:33])=[C:14]1[C:15]([O:17][CH3:18])=[O:16]. The yield is 0.830. (3) The reactants are [CH:1]1([C:7]2[C:8]3[CH:9]=[CH:10][C:11]([C:27]([O:29]C)=[O:28])=[CH:12][C:13]=3[N:14]3[C:21]=2[C:20]2[CH:22]=[CH:23][CH:24]=[CH:25][C:19]=2[N:18]([CH3:26])[CH2:17][CH2:16][CH2:15]3)[CH2:6][CH2:5][CH2:4][CH2:3][CH2:2]1.B(Br)(Br)Br. The catalyst is C(Cl)Cl. The product is [CH:1]1([C:7]2[C:8]3[CH:9]=[CH:10][C:11]([C:27]([OH:29])=[O:28])=[CH:12][C:13]=3[N:14]3[C:21]=2[C:20]2[CH:22]=[CH:23][CH:24]=[CH:25][C:19]=2[N:18]([CH3:26])[CH2:17][CH2:16][CH2:15]3)[CH2:2][CH2:3][CH2:4][CH2:5][CH2:6]1. The yield is 0.600. (4) The reactants are [NH2:1][C:2]1[C:3]([CH:12]=O)=[CH:4][CH:5]=[C:6]2[C:11]=1[N:10]=[CH:9][CH:8]=[CH:7]2.[S:14](N)([NH2:17])(=[O:16])=[O:15]. The catalyst is N1C=CC=CC=1. The product is [CH:12]1[C:3]2[CH:4]=[CH:5][C:6]3[C:11](=[N:10][CH:9]=[CH:8][CH:7]=3)[C:2]=2[NH:1][S:14](=[O:16])(=[O:15])[N:17]=1. The yield is 0.820. (5) The reactants are OC1C(C(C2C=CC=CC=2)(C)C)=NC2C([C:11]=1[C:12]([OH:14])=[O:13])=CC=C1CCCCC=21.[F:28][C:29]([F:42])([F:41])[C:30]1[CH:31]=[CH:32][CH:33]=[C:34]2[C:38]=1[NH:37][C:36](=O)[C:35]2=[O:40].OCC(=O)[CH2:46][CH:47]([C:49]1[CH:54]=[CH:53][CH:52]=[CH:51][CH:50]=1)[CH3:48]. No catalyst specified. The product is [OH:40][C:35]1[C:36]([CH2:48][CH:47]([C:49]2[CH:50]=[CH:51][CH:52]=[CH:53][CH:54]=2)[CH3:46])=[N:37][C:38]2[C:34]([C:11]=1[C:12]([OH:14])=[O:13])=[CH:33][CH:32]=[CH:31][C:30]=2[C:29]([F:28])([F:41])[F:42]. The yield is 0.176. (6) The reactants are [CH3:1][N:2]([CH3:19])[CH2:3][CH2:4][O:5][C:6]1[CH:11]=[CH:10][C:9]([NH2:12])=[CH:8][C:7]=1[C:13]1[N:14]([CH3:18])[N:15]=[CH:16][CH:17]=1.[C:20]([C:23]1[CH:24]=[C:25]([N:29]=[C:30]=[O:31])[CH:26]=[CH:27][CH:28]=1)(=[O:22])[CH3:21]. No catalyst specified. The product is [C:20]([C:23]1[CH:24]=[C:25]([NH:29][C:30]([NH:12][C:9]2[CH:10]=[CH:11][C:6]([O:5][CH2:4][CH2:3][N:2]([CH3:19])[CH3:1])=[C:7]([C:13]3[N:14]([CH3:18])[N:15]=[CH:16][CH:17]=3)[CH:8]=2)=[O:31])[CH:26]=[CH:27][CH:28]=1)(=[O:22])[CH3:21]. The yield is 0.643.